This data is from Forward reaction prediction with 1.9M reactions from USPTO patents (1976-2016). The task is: Predict the product of the given reaction. (1) Given the reactants [F:1][C:2]([F:35])([F:34])[C:3]1([CH2:9][N:10]2[CH2:15][CH2:14][CH:13]([CH2:16][O:17][C:18]3[N:23]=[CH:22][C:21]([C:24]4[CH:33]=[CH:32][C:27]([C:28]([O:30]C)=[O:29])=[CH:26][CH:25]=4)=[CH:20][CH:19]=3)[CH2:12][CH2:11]2)[CH2:8][CH2:7][CH2:6][CH2:5][CH2:4]1.O[Li].O, predict the reaction product. The product is: [F:35][C:2]([F:1])([F:34])[C:3]1([CH2:9][N:10]2[CH2:11][CH2:12][CH:13]([CH2:16][O:17][C:18]3[N:23]=[CH:22][C:21]([C:24]4[CH:33]=[CH:32][C:27]([C:28]([OH:30])=[O:29])=[CH:26][CH:25]=4)=[CH:20][CH:19]=3)[CH2:14][CH2:15]2)[CH2:8][CH2:7][CH2:6][CH2:5][CH2:4]1. (2) Given the reactants Br[C:2]1[CH:7]=[CH:6][C:5]([C:8]2[O:9][C:10]([CH3:20])=[C:11]([CH2:13][CH2:14][N:15]3[CH2:19][CH2:18][CH2:17][CH2:16]3)[N:12]=2)=[CH:4][CH:3]=1.C(=O)([O-])[O-].[Na+].[Na+].[F:27][C:28]([F:39])([F:38])[C:29]1[CH:30]=[C:31](B(O)O)[CH:32]=[CH:33][CH:34]=1, predict the reaction product. The product is: [CH3:20][C:10]1[O:9][C:8]([C:5]2[CH:6]=[CH:7][C:2]([C:33]3[CH:32]=[CH:31][CH:30]=[C:29]([C:28]([F:39])([F:38])[F:27])[CH:34]=3)=[CH:3][CH:4]=2)=[N:12][C:11]=1[CH2:13][CH2:14][N:15]1[CH2:19][CH2:18][CH2:17][CH2:16]1. (3) Given the reactants C[O:2][C:3](=[O:23])[CH:4]([C:12]1[CH:17]=[CH:16][C:15]([S:18]([CH3:21])(=[O:20])=[O:19])=[C:14]([Cl:22])[CH:13]=1)[O:5][CH:6]1[CH2:11][CH2:10][CH2:9][CH:8]=[CH:7]1.[OH-].[K+], predict the reaction product. The product is: [Cl:22][C:14]1[CH:13]=[C:12]([CH:4]([O:5][CH:6]2[CH2:11][CH2:10][CH2:9][CH:8]=[CH:7]2)[C:3]([OH:23])=[O:2])[CH:17]=[CH:16][C:15]=1[S:18]([CH3:21])(=[O:20])=[O:19]. (4) Given the reactants [CH3:1][C:2]1[N:6](C2CCCCO2)[N:5]=[C:4]([NH:13][C:14](=[O:29])[CH2:15][NH:16][C:17]2[CH:21]=[C:20]([CH3:22])[N:19](C3CCCCO3)[N:18]=2)[CH:3]=1, predict the reaction product. The product is: [CH3:1][C:2]1[NH:6][N:5]=[C:4]([NH:13][C:14](=[O:29])[CH2:15][NH:16][C:17]2[CH:21]=[C:20]([CH3:22])[NH:19][N:18]=2)[CH:3]=1. (5) Given the reactants Cl[C:2]([C:5]([O:7][CH2:8][CH3:9])=[O:6])=[CH:3][O-].[K+].Cl.[Cl:12][C:13]1[CH:18]=[CH:17][N:16]=[C:15]([NH2:19])[CH:14]=1.C(=O)([O-])[O-].[Na+].[Na+], predict the reaction product. The product is: [Cl:12][C:13]1[CH:18]=[CH:17][N:16]2[C:2]([C:5]([O:7][CH2:8][CH3:9])=[O:6])=[CH:3][N:19]=[C:15]2[CH:14]=1. (6) Given the reactants [Cl:1][C:2]1[CH:7]=[C:6](I)[CH:5]=[CH:4][N:3]=1.C1(P(C2C=CC=CC=2)C2C=CC=CC=2)C=CC=CC=1.C(N(CC)CC)C.[C:35]([Si:37]([CH3:40])([CH3:39])[CH3:38])#[CH:36], predict the reaction product. The product is: [Cl:1][C:2]1[CH:7]=[C:6]([C:36]#[C:35][Si:37]([CH3:40])([CH3:39])[CH3:38])[CH:5]=[CH:4][N:3]=1. (7) Given the reactants C1(P(C2C=CC=CC=2)C2C=CC=CC=2)C=CC=CC=1.BrN1C(=O)CCC1=O.[Cl:28][C:29]1[CH:30]=[C:31]([C@@H:39]([CH2:49][CH:50]2[CH2:54][CH2:53][CH2:52][CH2:51]2)[C:40]([NH:42][C:43]2[CH:47]=[CH:46][N:45](C)[N:44]=2)=[O:41])[CH:32]=[CH:33][C:34]=1[S:35]([CH3:38])(=[O:37])=[O:36].[CH2:55]([S:57](N1C=CC(N)=N1)(=[O:59])=[O:58])[CH3:56].N1C(C)=CC=CC=1C, predict the reaction product. The product is: [Cl:28][C:29]1[CH:30]=[C:31]([C@@H:39]([CH2:49][CH:50]2[CH2:51][CH2:52][CH2:53][CH2:54]2)[C:40]([NH:42][C:43]2[CH:47]=[CH:46][N:45]([S:57]([CH2:55][CH3:56])(=[O:59])=[O:58])[N:44]=2)=[O:41])[CH:32]=[CH:33][C:34]=1[S:35]([CH3:38])(=[O:36])=[O:37].